This data is from Full USPTO retrosynthesis dataset with 1.9M reactions from patents (1976-2016). The task is: Predict the reactants needed to synthesize the given product. (1) Given the product [CH2:12]([O:19][C:20]1[CH:25]=[CH:24][N:23]([CH2:2][CH2:3][CH2:4][CH3:5])[C:22](=[O:26])[CH:21]=1)[C:13]1[CH:14]=[CH:15][CH:16]=[CH:17][CH:18]=1, predict the reactants needed to synthesize it. The reactants are: Br[CH2:2][CH2:3][CH2:4][CH3:5].C(=O)([O-])[O-].[K+].[K+].[CH2:12]([O:19][C:20]1[CH:25]=[CH:24][NH:23][C:22](=[O:26])[CH:21]=1)[C:13]1[CH:18]=[CH:17][CH:16]=[CH:15][CH:14]=1. (2) Given the product [OH:2][CH:1]([C:25]1[CH:26]=[C:21]([CH3:20])[CH:22]=[CH:23][CH:24]=1)[C:3]([NH:8][C:9](=[O:19])[C:10]1[CH:15]=[CH:14][CH:13]=[C:12]([O:16][CH3:17])[C:11]=1[CH3:18])([CH3:7])[CH:4]([CH3:5])[CH3:6], predict the reactants needed to synthesize it. The reactants are: [CH:1]([C:3]([NH:8][C:9](=[O:19])[C:10]1[CH:15]=[CH:14][CH:13]=[C:12]([O:16][CH3:17])[C:11]=1[CH3:18])([CH3:7])[CH:4]([CH3:6])[CH3:5])=[O:2].[CH3:20][C:21]1[CH:22]=[C:23]([Mg]Br)[CH:24]=[CH:25][CH:26]=1. (3) Given the product [OH:44][C@@H:41]1[CH2:42][CH2:43][N:39]([C:37]([C:34]2[CH:35]=[CH:36][C:31]([C:28]3[CH:29]=[CH:30][C:25]([B:10]4[O:11][C:12]([CH3:17])([CH3:18])[C:13]([CH3:15])([CH3:16])[O:14]4)=[CH:26][CH:27]=3)=[CH:32][CH:33]=2)=[O:38])[CH2:40]1, predict the reactants needed to synthesize it. The reactants are: [B:10]1([B:10]2[O:14][C:13]([CH3:16])([CH3:15])[C:12]([CH3:18])([CH3:17])[O:11]2)[O:14][C:13]([CH3:16])([CH3:15])[C:12]([CH3:18])([CH3:17])[O:11]1.C([O-])(=O)C.[K+].Br[C:25]1[CH:30]=[CH:29][C:28]([C:31]2[CH:36]=[CH:35][C:34]([C:37]([N:39]3[CH2:43][CH2:42][C@@H:41]([OH:44])[CH2:40]3)=[O:38])=[CH:33][CH:32]=2)=[CH:27][CH:26]=1. (4) Given the product [CH:15]1([CH2:14][CH2:13][CH2:12][C@@H:8]([C:9]([NH:39][C@@H:38]([CH2:40][OH:41])[C:37]([O:36][CH2:34][CH3:35])=[O:42])=[O:11])[CH2:7][C:6]([O:5][C:1]([CH3:2])([CH3:3])[CH3:4])=[O:21])[CH2:20][CH2:19][CH2:18][CH2:17][CH2:16]1, predict the reactants needed to synthesize it. The reactants are: [C:1]([O:5][C:6](=[O:21])[CH2:7][C@@H:8]([CH2:12][CH2:13][CH2:14][CH:15]1[CH2:20][CH2:19][CH2:18][CH2:17][CH2:16]1)[C:9]([OH:11])=O)([CH3:4])([CH3:3])[CH3:2].O.ON1C2C=CC=CC=2N=N1.Cl.[CH2:34]([O:36][C:37](=[O:42])[C@H:38]([CH2:40][OH:41])[NH2:39])[CH3:35].C(N(CC)C(C)C)(C)C.Cl.CN(C)CCCN=C=NCC. (5) Given the product [Cl:26][C:10]1[CH:11]=[C:12]([CH3:25])[C:13]2[CH2:14][N:15]([CH3:24])[CH2:16][CH:17]([CH:19]3[CH2:23][CH2:22][CH2:21][O:20]3)[O:18][C:8]=2[N:9]=1, predict the reactants needed to synthesize it. The reactants are: CC(C)([O-])C.[Na+].Cl[C:8]1[C:13]([CH2:14][N:15]([CH3:24])[CH2:16][CH:17]([CH:19]2[CH2:23][CH2:22][CH2:21][O:20]2)[OH:18])=[C:12]([CH3:25])[CH:11]=[C:10]([Cl:26])[N:9]=1. (6) Given the product [C:22]([N:26]1[CH2:31][CH2:30][CH:29]([S:32][C:2]2[CH:3]=[CH:4][C:5]3[O:14][CH2:13][CH2:12][N:11]4[CH:10]=[C:9]([C:15]5[CH:20]=[CH:19][CH:18]=[CH:17][N:16]=5)[N:8]=[C:7]4[C:6]=3[CH:21]=2)[CH2:28][CH2:27]1)([CH3:25])([CH3:23])[CH3:24], predict the reactants needed to synthesize it. The reactants are: Br[C:2]1[CH:3]=[CH:4][C:5]2[O:14][CH2:13][CH2:12][N:11]3[C:7](=[N:8][C:9]([C:15]4[CH:20]=[CH:19][CH:18]=[CH:17][N:16]=4)=[CH:10]3)[C:6]=2[CH:21]=1.[C:22]([N:26]1[CH2:31][CH2:30][CH:29]([SH:32])[CH2:28][CH2:27]1)([CH3:25])([CH3:24])[CH3:23].CC1(C)C2C(=C(P(C3C=CC=CC=3)C3C=CC=CC=3)C=CC=2)OC2C(P(C3C=CC=CC=3)C3C=CC=CC=3)=CC=CC1=2.CCN(C(C)C)C(C)C. (7) Given the product [CH2:32]1[C:40]2[C:35](=[CH:36][CH:37]=[CH:38][CH:39]=2)[CH2:34][CH:33]1[NH:41][C:11]([CH:10]([C:14]1[CH:19]=[CH:18][C:17]([C:20]2[CH:25]=[CH:24][CH:23]=[C:22]([O:26][CH3:27])[CH:21]=2)=[CH:16][CH:15]=1)[NH:9][C:7]([C@H:6]([CH2:28][CH:29]([CH3:30])[CH3:31])[CH2:5][C:3]([O:2][CH3:1])=[O:4])=[O:8])=[O:12], predict the reactants needed to synthesize it. The reactants are: [CH3:1][O:2][C:3]([CH2:5][C@@H:6]([CH2:28][CH:29]([CH3:31])[CH3:30])[C:7]([NH:9][C@@H:10]([C:14]1[CH:19]=[CH:18][C:17]([C:20]2[CH:25]=[CH:24][CH:23]=[C:22]([O:26][CH3:27])[CH:21]=2)=[CH:16][CH:15]=1)[C:11](O)=[O:12])=[O:8])=[O:4].[CH2:32]1[C:40]2[C:35](=[CH:36][CH:37]=[CH:38][CH:39]=2)[CH2:34][CH:33]1[NH2:41].C1C=CC2N(O)N=NC=2C=1.C(Cl)CCl.CN1CCOCC1. (8) Given the product [N+:8]([C:4]1[CH:3]=[C:2]([N:15]2[CH2:16][CH2:17][N:12]([CH3:11])[CH2:13][CH2:14]2)[CH:7]=[CH:6][CH:5]=1)([O-:10])=[O:9], predict the reactants needed to synthesize it. The reactants are: F[C:2]1[CH:3]=[C:4]([N+:8]([O-:10])=[O:9])[CH:5]=[CH:6][CH:7]=1.[CH3:11][N:12]1[CH2:17][CH2:16][NH:15][CH2:14][CH2:13]1.